This data is from Full USPTO retrosynthesis dataset with 1.9M reactions from patents (1976-2016). The task is: Predict the reactants needed to synthesize the given product. (1) Given the product [C:1]([Si:5]([CH3:51])([CH3:50])[O:6][CH:7]([C:44]1[CH:45]=[CH:46][CH:47]=[CH:48][CH:49]=1)[CH2:8][CH2:9][CH:10]1[CH:25]([C:36]2[CH:37]=[CH:38][CH:39]=[C:40]([O:58][CH3:57])[CH:41]=2)[N:26]([C:27]2[CH:32]=[CH:31][C:30]([N+:33]([O-:35])=[O:34])=[CH:29][CH:28]=2)[C:11]1=[O:12])([CH3:2])([CH3:3])[CH3:4], predict the reactants needed to synthesize it. The reactants are: [C:1]([Si:5]([CH3:51])([CH3:50])[O:6][CH:7]([C:44]1[CH:49]=[CH:48][CH:47]=[CH:46][CH:45]=1)[CH2:8][CH2:9][CH:10]([CH:25]([C:36]1[CH:41]=[CH:40][C:39](OC)=[CH:38][CH:37]=1)[NH:26][C:27]1[CH:32]=[CH:31][C:30]([N+:33]([O-:35])=[O:34])=[CH:29][CH:28]=1)[C:11](N1C(C2C=CC=CC=2)COC1=O)=[O:12])([CH3:4])([CH3:3])[CH3:2].C[Si](C([Si](C)(C)C)[C:57](N)=[O:58])(C)C.[F-].C([N+](CCCC)(CCCC)CCCC)CCC.C(OC)(C)(C)C. (2) Given the product [Cl:22][C:23]1[N:24]=[C:25]([C:30]([NH:1][C@H:2]2[CH2:7][CH2:6][N:5]([C:8]3[CH:9]=[C:10]([CH:15]=[CH:16][CH:17]=3)[C:11]([O:13][CH3:14])=[O:12])[CH2:4][C@H:3]2[O:18][CH2:19][CH2:20][CH3:21])=[O:31])[NH:26][C:27]=1[CH2:28][CH3:29], predict the reactants needed to synthesize it. The reactants are: [NH2:1][C@H:2]1[CH2:7][CH2:6][N:5]([C:8]2[CH:9]=[C:10]([CH:15]=[CH:16][CH:17]=2)[C:11]([O:13][CH3:14])=[O:12])[CH2:4][C@H:3]1[O:18][CH2:19][CH2:20][CH3:21].[Cl:22][C:23]1[N:24]=[C:25]([C:30](O)=[O:31])[NH:26][C:27]=1[CH2:28][CH3:29].CCN=C=NCCCN(C)C.Cl.C1C=CC2N(O)N=NC=2C=1. (3) Given the product [CH:38]1([CH2:37][C:36]([NH:35][C:31]2[CH:30]=[N:29][N:28]([CH2:27][CH2:26][CH:25]([F:44])[CH2:24][N:21]3[CH:16]=[C:15]([C:14]([O:18][CH2:19][CH3:20])=[O:17])[N:23]=[N:22]3)[C:33](=[O:34])[CH:32]=2)=[O:43])[CH2:42][CH2:41][CH2:40][CH2:39]1, predict the reactants needed to synthesize it. The reactants are: C(O)(=O)C.CCN(C(C)C)C(C)C.[C:14]([O:18][CH2:19][CH3:20])(=[O:17])[C:15]#[CH:16].[N:21]([CH2:24][CH:25]([F:44])[CH2:26][CH2:27][N:28]1[C:33](=[O:34])[CH:32]=[C:31]([NH:35][C:36](=[O:43])[CH2:37][CH:38]2[CH2:42][CH2:41][CH2:40][CH2:39]2)[CH:30]=[N:29]1)=[N+:22]=[N-:23].